The task is: Regression. Given a peptide amino acid sequence and an MHC pseudo amino acid sequence, predict their binding affinity value. This is MHC class I binding data.. This data is from Peptide-MHC class I binding affinity with 185,985 pairs from IEDB/IMGT. (1) The peptide sequence is RMFAANLGV. The MHC is HLA-A02:01 with pseudo-sequence HLA-A02:01. The binding affinity (normalized) is 0.670. (2) The peptide sequence is FYALISERF. The MHC is HLA-A29:02 with pseudo-sequence HLA-A29:02. The binding affinity (normalized) is 0.672.